From a dataset of Full USPTO retrosynthesis dataset with 1.9M reactions from patents (1976-2016). Predict the reactants needed to synthesize the given product. (1) Given the product [F:20][CH:2]([F:1])[C:3]1[CH:8]=[CH:7][C:6]([C:9]([F:19])([F:18])[CH2:10][N:11]2[CH2:12][CH2:13][CH:14]([NH:17][C:22]3[C:23]4[CH:30]=[CH:29][NH:28][C:24]=4[N:25]=[CH:26][N:27]=3)[CH2:15][CH2:16]2)=[CH:5][CH:4]=1, predict the reactants needed to synthesize it. The reactants are: [F:1][CH:2]([F:20])[C:3]1[CH:8]=[CH:7][C:6]([C:9]([F:19])([F:18])[CH2:10][N:11]2[CH2:16][CH2:15][CH:14]([NH2:17])[CH2:13][CH2:12]2)=[CH:5][CH:4]=1.Cl[C:22]1[C:23]2[CH:30]=[CH:29][NH:28][C:24]=2[N:25]=[CH:26][N:27]=1.CCN(C(C)C)C(C)C. (2) Given the product [CH:1]([C:4]1[CH:12]=[CH:11][C:10]2[N:9]([CH2:28][CH2:27][C:24]3[CH:23]=[N:22][C:21]([CH3:20])=[CH:26][CH:25]=3)[C:8]3[CH2:13][CH2:14][N:15]([CH3:17])[CH2:16][C:7]=3[C:6]=2[CH:5]=1)([CH3:3])[CH3:2], predict the reactants needed to synthesize it. The reactants are: [CH:1]([C:4]1[CH:12]=[CH:11][C:10]2[NH:9][C:8]3[CH2:13][CH2:14][N:15]([CH3:17])[CH2:16][C:7]=3[C:6]=2[CH:5]=1)([CH3:3])[CH3:2].[OH-].[K+].[CH3:20][C:21]1[CH:26]=[CH:25][C:24]([CH:27]=[CH2:28])=[CH:23][N:22]=1. (3) Given the product [NH2:12][C:4]1[C:5]2[O:9][C:8](=[O:10])[NH:7][C:6]=2[CH:11]=[CH:2][CH:3]=1, predict the reactants needed to synthesize it. The reactants are: Cl[C:2]1[CH:3]=[C:4]([N+:12]([O-])=O)[C:5]2[O:9][C:8](=[O:10])[NH:7][C:6]=2[CH:11]=1.